Dataset: CYP3A4 inhibition data for predicting drug metabolism from PubChem BioAssay. Task: Regression/Classification. Given a drug SMILES string, predict its absorption, distribution, metabolism, or excretion properties. Task type varies by dataset: regression for continuous measurements (e.g., permeability, clearance, half-life) or binary classification for categorical outcomes (e.g., BBB penetration, CYP inhibition). Dataset: cyp3a4_veith. (1) The drug is CN1CCN(C(=O)c2ccc3c(=O)n4c(nc3c2)CCCCC4)CC1. The result is 0 (non-inhibitor). (2) The molecule is N#Cc1ccc(CN2CCCC3(CCNCC3)C2)cc1. The result is 0 (non-inhibitor).